From a dataset of Forward reaction prediction with 1.9M reactions from USPTO patents (1976-2016). Predict the product of the given reaction. (1) Given the reactants [NH2:1][C:2]1[NH:6][N:5]=[CH:4][C:3]=1[C:7]([O:9][CH2:10][CH3:11])=[O:8].[O:12]1[CH2:17][CH2:16][O:15][C:14]2[CH:18]=[C:19]([C:22](=O)[CH2:23][C:24](OCC)=[O:25])[CH:20]=[CH:21][C:13]1=2, predict the reaction product. The product is: [O:12]1[CH2:17][CH2:16][O:15][C:14]2[CH:18]=[C:19]([C:22]3[NH:1][C:2]4[N:6]([N:5]=[CH:4][C:3]=4[C:7]([O:9][CH2:10][CH3:11])=[O:8])[C:24](=[O:25])[CH:23]=3)[CH:20]=[CH:21][C:13]1=2. (2) Given the reactants [CH:1]([CH:3]1[CH2:8][CH2:7][N:6]([C:9]([O:11][C:12]([CH3:15])([CH3:14])[CH3:13])=[O:10])[CH2:5][CH2:4]1)=O.[CH2:16]([NH:19][C:20]1[CH2:24][S:23][C:22](=[O:25])[N:21]=1)[C:17]#[CH:18].C([O-])(=O)C.[NH2+]1CCCCC1, predict the reaction product. The product is: [O:25]=[C:22]1[N:21]=[C:20]([NH:19][CH2:16][C:17]#[CH:18])/[C:24](=[CH:1]/[CH:3]2[CH2:8][CH2:7][N:6]([C:9]([O:11][C:12]([CH3:15])([CH3:14])[CH3:13])=[O:10])[CH2:5][CH2:4]2)/[S:23]1.